Regression. Given two drug SMILES strings and cell line genomic features, predict the synergy score measuring deviation from expected non-interaction effect. From a dataset of NCI-60 drug combinations with 297,098 pairs across 59 cell lines. (1) Drug 1: CC1=C2C(C(=O)C3(C(CC4C(C3C(C(C2(C)C)(CC1OC(=O)C(C(C5=CC=CC=C5)NC(=O)OC(C)(C)C)O)O)OC(=O)C6=CC=CC=C6)(CO4)OC(=O)C)O)C)O. Drug 2: C1C(C(OC1N2C=NC(=NC2=O)N)CO)O. Cell line: NCI/ADR-RES. Synergy scores: CSS=15.4, Synergy_ZIP=-4.79, Synergy_Bliss=-1.86, Synergy_Loewe=2.90, Synergy_HSA=2.65. (2) Drug 1: C1C(C(OC1N2C=C(C(=O)NC2=O)F)CO)O. Drug 2: COC1=NC(=NC2=C1N=CN2C3C(C(C(O3)CO)O)O)N. Cell line: A498. Synergy scores: CSS=19.1, Synergy_ZIP=-2.61, Synergy_Bliss=0.112, Synergy_Loewe=-24.2, Synergy_HSA=-1.17. (3) Drug 1: CNC(=O)C1=CC=CC=C1SC2=CC3=C(C=C2)C(=NN3)C=CC4=CC=CC=N4. Drug 2: C1CN1P(=S)(N2CC2)N3CC3. Cell line: SNB-75. Synergy scores: CSS=12.6, Synergy_ZIP=-2.41, Synergy_Bliss=1.09, Synergy_Loewe=2.22, Synergy_HSA=2.42. (4) Drug 1: C(CN)CNCCSP(=O)(O)O. Drug 2: CCC1(C2=C(COC1=O)C(=O)N3CC4=CC5=C(C=CC(=C5CN(C)C)O)N=C4C3=C2)O.Cl. Cell line: MCF7. Synergy scores: CSS=22.9, Synergy_ZIP=-7.57, Synergy_Bliss=-4.11, Synergy_Loewe=-88.4, Synergy_HSA=-4.76. (5) Cell line: SF-295. Drug 2: C#CCC(CC1=CN=C2C(=N1)C(=NC(=N2)N)N)C3=CC=C(C=C3)C(=O)NC(CCC(=O)O)C(=O)O. Synergy scores: CSS=37.8, Synergy_ZIP=-5.91, Synergy_Bliss=-4.70, Synergy_Loewe=-4.90, Synergy_HSA=-1.93. Drug 1: CC1C(C(=O)NC(C(=O)N2CCCC2C(=O)N(CC(=O)N(C(C(=O)O1)C(C)C)C)C)C(C)C)NC(=O)C3=C4C(=C(C=C3)C)OC5=C(C(=O)C(=C(C5=N4)C(=O)NC6C(OC(=O)C(N(C(=O)CN(C(=O)C7CCCN7C(=O)C(NC6=O)C(C)C)C)C)C(C)C)C)N)C. (6) Drug 1: CC1=C(C=C(C=C1)NC2=NC=CC(=N2)N(C)C3=CC4=NN(C(=C4C=C3)C)C)S(=O)(=O)N.Cl. Drug 2: C1=NC2=C(N=C(N=C2N1C3C(C(C(O3)CO)O)O)F)N. Cell line: U251. Synergy scores: CSS=5.29, Synergy_ZIP=-3.30, Synergy_Bliss=-3.33, Synergy_Loewe=-4.63, Synergy_HSA=-3.19.